This data is from Catalyst prediction with 721,799 reactions and 888 catalyst types from USPTO. The task is: Predict which catalyst facilitates the given reaction. (1) Reactant: [CH3:1]OP(C(=[N+]=[N-])C(=O)C)(=O)OC.[C:13]([C:15]1[CH:16]=[N:17][C:18]2[C:23]([CH:24]=1)=[CH:22][C:21]([O:25][CH:26]([S:37][CH3:38])[C:27]([NH:29][C:30]([CH2:34][O:35][CH3:36])([CH3:33])[CH:31]=O)=[O:28])=[CH:20][C:19]=2[CH3:39])#[CH:14].C([O-])([O-])=O.[K+].[K+]. Product: [C:13]([C:15]1[CH:16]=[N:17][C:18]2[C:23]([CH:24]=1)=[CH:22][C:21]([O:25][CH:26]([S:37][CH3:38])[C:27]([NH:29][C:30]([CH2:34][O:35][CH3:36])([CH3:33])[C:31]#[CH:1])=[O:28])=[CH:20][C:19]=2[CH3:39])#[CH:14]. The catalyst class is: 125. (2) Reactant: [CH3:1][C:2]1[N:3]=[CH:4][NH:5][CH:6]=1.C(N(CC)CC)C.[C:14](Cl)(=[O:16])[CH3:15]. Product: [CH3:1][C:2]1[N:3]=[CH:4][N:5]([C:14](=[O:16])[CH3:15])[CH:6]=1. The catalyst class is: 10. (3) Reactant: [CH3:1][CH:2]1[CH2:7][CH2:6][CH2:5][CH2:4][CH:3]1[OH:8].[H-].[Na+].Cl[C:12]1[CH:13]=[CH:14][C:15]2[CH2:16][N:17]([C:23]([O:25][C:26]([CH3:29])([CH3:28])[CH3:27])=[O:24])[CH2:18][CH2:19][O:20][C:21]=2[N:22]=1.O. Product: [CH3:1][CH:2]1[CH2:7][CH2:6][CH2:5][CH2:4][CH:3]1[O:8][C:12]1[CH:13]=[CH:14][C:15]2[CH2:16][N:17]([C:23]([O:25][C:26]([CH3:29])([CH3:28])[CH3:27])=[O:24])[CH2:18][CH2:19][O:20][C:21]=2[N:22]=1. The catalyst class is: 733. (4) Reactant: [Li]CCCC.Br[C:7]1[C:15]2[N:14]([C:16]3[CH:21]=[CH:20][C:19]([F:22])=[CH:18][CH:17]=3)[N:13]=[CH:12][C:11]=2[CH:10]=[C:9]2[C:23]3([CH2:37][CH3:38])[CH2:31][CH2:30][C:29]([C:33]([F:36])([F:35])[F:34])([OH:32])[CH2:28][CH:24]3[CH2:25][CH2:26][O:27][C:8]=12.C1COCC1. Product: [CH2:37]([C@:23]12[CH2:31][CH2:30][C@:29]([C:33]([F:35])([F:36])[F:34])([OH:32])[CH2:28][C@@H:24]1[CH2:25][CH2:26][O:27][C:8]1[C:9]2=[CH:10][C:11]2[CH:12]=[N:13][N:14]([C:16]3[CH:17]=[CH:18][C:19]([F:22])=[CH:20][CH:21]=3)[C:15]=2[CH:7]=1)[CH3:38].[CH2:37]([C@@:23]12[CH2:31][CH2:30][C@@:29]([C:33]([F:35])([F:36])[F:34])([OH:32])[CH2:28][C@H:24]1[CH2:25][CH2:26][O:27][C:8]1[C:9]2=[CH:10][C:11]2[CH:12]=[N:13][N:14]([C:16]3[CH:17]=[CH:18][C:19]([F:22])=[CH:20][CH:21]=3)[C:15]=2[CH:7]=1)[CH3:38]. The catalyst class is: 5.